Dataset: Kir2.1 potassium channel HTS with 301,493 compounds. Task: Binary Classification. Given a drug SMILES string, predict its activity (active/inactive) in a high-throughput screening assay against a specified biological target. (1) The drug is Clc1cc(NC(=O)c2sc3nc(N4CCOCC4)c4c(CC(OC4)(C)C)c3c2N)ccc1. The result is 0 (inactive). (2) The result is 0 (inactive). The molecule is S(=O)(=O)(N1CCCCC1)c1ccc(cc1)C(=O)NCc1cccnc1. (3) The drug is Clc1ccc(S(=O)(=O)NCc2nc(sc2)c2sccc2)cc1. The result is 1 (active). (4) The molecule is S(c1nc(NCc2occc2)c2c(n1)cccc2)CC(OCC)=O. The result is 0 (inactive). (5) The molecule is o1c2c(NC(C(CC)C)C(O)=O)nc(nc2c2c1cccc2)c1ccccc1. The result is 0 (inactive).